From a dataset of Peptide-MHC class II binding affinity with 134,281 pairs from IEDB. Regression. Given a peptide amino acid sequence and an MHC pseudo amino acid sequence, predict their binding affinity value. This is MHC class II binding data. (1) The peptide sequence is SLRTTTVSGKLIHEW. The MHC is DRB1_0301 with pseudo-sequence DRB1_0301. The binding affinity (normalized) is 0.280. (2) The peptide sequence is IGCAMLHWSLILPGI. The MHC is HLA-DQA10501-DQB10402 with pseudo-sequence HLA-DQA10501-DQB10402. The binding affinity (normalized) is 0.571. (3) The peptide sequence is GDTMAEVELREHGSD. The MHC is HLA-DPA10103-DPB10401 with pseudo-sequence HLA-DPA10103-DPB10401. The binding affinity (normalized) is 0.296. (4) The MHC is DRB1_1101 with pseudo-sequence DRB1_1101. The peptide sequence is ASLTEALRVIAGALE. The binding affinity (normalized) is 0.473. (5) The peptide sequence is EKDVTDITVKNCVLK. The MHC is DRB1_1001 with pseudo-sequence DRB1_1001. The binding affinity (normalized) is 0.257. (6) The peptide sequence is MKDFDEPGHLAPTGM. The MHC is DRB3_0202 with pseudo-sequence DRB3_0202. The binding affinity (normalized) is 0.0496.